Dataset: Reaction yield outcomes from USPTO patents with 853,638 reactions. Task: Predict the reaction yield, written as a fraction of the theoretical maximum amount of product (1.0 means a 100% yield; for example, 0.34 means a 34% yield). (1) The yield is 0.0900. The reactants are CN(C=O)C.[NH:6]1[CH:10]=[N:9][CH:8]=[N:7]1.[OH-].[Na+].Br[CH2:14][CH2:15][N:16]1[C:24](=[O:25])[C:23]2[C:18](=[CH:19][CH:20]=[CH:21][CH:22]=2)[C:17]1=[O:26]. The product is [N:6]1([CH2:14][CH2:15][N:16]2[C:17](=[O:26])[C:18]3[C:23](=[CH:22][CH:21]=[CH:20][CH:19]=3)[C:24]2=[O:25])[CH:10]=[N:9][CH:8]=[N:7]1. The catalyst is O.C(OCC)(=O)C. (2) The reactants are [O:1]1[CH2:3][CH:2]1[CH2:4][O:5][C@H:6]1[CH2:11][CH2:10][C@H:9]([N:12]2[C:17](=[O:18])[C:16]([CH2:19][C:20]3[CH:25]=[CH:24][C:23]([C:26]4[C:27]([C:32]#[N:33])=[CH:28][CH:29]=[CH:30][CH:31]=4)=[CH:22][CH:21]=3)=[C:15]([CH2:34][CH2:35][CH3:36])[N:14]3[N:37]=[CH:38][N:39]=[C:13]23)[CH2:8][CH2:7]1.[FH:40].[K].CCCC[N+](CCCC)(CCCC)CCCC.F.F.[F-].ClC1C=CC=CC=1. The catalyst is C1(C)C=CC=CC=1. The product is [F:40][CH2:3][CH:2]([OH:1])[CH2:4][O:5][C@H:6]1[CH2:11][CH2:10][C@H:9]([N:12]2[C:17](=[O:18])[C:16]([CH2:19][C:20]3[CH:25]=[CH:24][C:23]([C:26]4[C:27]([C:32]#[N:33])=[CH:28][CH:29]=[CH:30][CH:31]=4)=[CH:22][CH:21]=3)=[C:15]([CH2:34][CH2:35][CH3:36])[N:14]3[N:37]=[CH:38][N:39]=[C:13]23)[CH2:8][CH2:7]1. The yield is 0.600. (3) The reactants are Br[C:2]1[CH:3]=[C:4]([N:8]2[C:16]3[C:11](=[CH:12][C:13](C4C=NN(C)C=4)=[CH:14][CH:15]=3)[C:10]([C:23]([NH2:25])=[O:24])=[N:9]2)[CH:5]=[CH:6][CH:7]=1.[C:26]([C@:28]1([OH:35])[CH2:32][CH2:31][N:30]([CH3:33])[C:29]1=[O:34])#[CH:27]. No catalyst specified. The product is [OH:35][C@@:28]1([C:26]#[C:27][C:2]2[CH:3]=[C:4]([N:8]3[C:16]4[C:11](=[CH:12][C:13]([C:10]5[CH:11]=[CH:16][N:8]([CH3:4])[N:9]=5)=[CH:14][CH:15]=4)[C:10]([C:23]([NH2:25])=[O:24])=[N:9]3)[CH:5]=[CH:6][CH:7]=2)[CH2:32][CH2:31][N:30]([CH3:33])[C:29]1=[O:34]. The yield is 0.0200. (4) The reactants are [CH3:1][O:2][C:3]1[CH:4]=[C:5]([CH:15]=[CH:16][CH:17]=1)[O:6][C:7]1[CH:14]=[CH:13][C:10]([C:11]#[N:12])=[CH:9][CH:8]=1.[F:18]C1C=CC(O)=CC=1OC.FC1C=CC(C#N)=CC=1. No catalyst specified. The product is [F:18][C:17]1[CH:16]=[CH:15][C:5]([O:6][C:7]2[CH:14]=[CH:13][C:10]([C:11]#[N:12])=[CH:9][CH:8]=2)=[CH:4][C:3]=1[O:2][CH3:1]. The yield is 0.700. (5) The reactants are [CH3:1][O-:2].[Na+].C1(C)C=CC=CC=1.[CH3:11][O:12][C:13]1[C:31]([O:32][CH3:33])=[C:30]([O:34][CH3:35])[CH:29]=[C:28]([CH3:36])[C:14]=1[C:15]([C:17]1[C:22]([C:23]([F:26])([F:25])[F:24])=[CH:21][N:20]=[CH:19][C:18]=1Cl)=[O:16].CN(C)P(=O)(N(C)C)N(C)C. The catalyst is O. The product is [CH3:11][O:12][C:13]1[C:31]([O:32][CH3:33])=[C:30]([O:34][CH3:35])[CH:29]=[C:28]([CH3:36])[C:14]=1[C:15]([C:17]1[C:22]([C:23]([F:26])([F:25])[F:24])=[CH:21][N:20]=[CH:19][C:18]=1[O:2][CH3:1])=[O:16]. The yield is 0.640. (6) The reactants are [CH2:1]([N:8]1[C:17]2[C:12](=[CH:13][C:14]([F:18])=[CH:15][CH:16]=2)[C:11](Cl)=[C:10]([C:20]#[N:21])[C:9]1=[O:22])[C:2]1[CH:7]=[CH:6][CH:5]=[CH:4][CH:3]=1.[NH:23]1[CH2:28][CH2:27][NH:26][CH2:25][CH2:24]1. The catalyst is ClCCl. The product is [CH2:1]([N:8]1[C:17]2[C:12](=[CH:13][C:14]([F:18])=[CH:15][CH:16]=2)[C:11]([N:23]2[CH2:28][CH2:27][NH:26][CH2:25][CH2:24]2)=[C:10]([C:20]#[N:21])[C:9]1=[O:22])[C:2]1[CH:7]=[CH:6][CH:5]=[CH:4][CH:3]=1. The yield is 0.960.